From a dataset of Peptide-MHC class II binding affinity with 134,281 pairs from IEDB. Regression. Given a peptide amino acid sequence and an MHC pseudo amino acid sequence, predict their binding affinity value. This is MHC class II binding data. The peptide sequence is TEAKEGLKRGEITHHAV. The MHC is DRB1_1302 with pseudo-sequence DRB1_1302. The binding affinity (normalized) is 0.